Dataset: Reaction yield outcomes from USPTO patents with 853,638 reactions. Task: Predict the reaction yield, written as a fraction of the theoretical maximum amount of product (1.0 means a 100% yield; for example, 0.34 means a 34% yield). (1) The reactants are [CH2:1]([O:3][C:4](=[O:21])[C:5](=[C:7]1[C:16](=O)[C:15]2[C:10](=[CH:11][C:12]([O:19][CH3:20])=[C:13]([Br:18])[CH:14]=2)[O:9][CH2:8]1)O)[CH3:2].Cl.[S:23]1[CH:27]=[CH:26][CH:25]=[C:24]1[NH:28][NH2:29]. The catalyst is C(O)C.C(O)(=O)C. The product is [Br:18][C:13]1[C:12]([O:19][CH3:20])=[CH:11][C:10]2[O:9][CH2:8][C:7]3[C:5]([C:4]([O:3][CH2:1][CH3:2])=[O:21])=[N:29][N:28]([C:24]4[S:23][CH:27]=[CH:26][CH:25]=4)[C:16]=3[C:15]=2[CH:14]=1. The yield is 0.550. (2) The reactants are [F:1][C:2]1[CH:7]=[CH:6][CH:5]=[CH:4][C:3]=1[C:8](=O)[CH2:9][C:10]1[N:15]=[C:14]2[S:16][C:17]([NH:19][CH:20]([CH3:22])[CH3:21])=[N:18][C:13]2=[CH:12][CH:11]=1.NN.C[N:27]([CH:29]=O)C.CC([N:34](C)C)=O. No catalyst specified. The product is [F:1][C:2]1[CH:7]=[CH:6][CH:5]=[CH:4][C:3]=1[C:8]1[C:9]([C:10]2[N:15]=[C:14]3[S:16][C:17]([NH:19][CH:20]([CH3:22])[CH3:21])=[N:18][C:13]3=[CH:12][CH:11]=2)=[CH:29][NH:27][N:34]=1. The yield is 0.290. (3) The reactants are [O:1]=[C:2]1[C:7]([CH2:8][C:9]2[CH:14]=[CH:13][C:12]([C:15]3[C:16]([C:21]#[N:22])=[CH:17][CH:18]=[CH:19][CH:20]=3)=[CH:11][CH:10]=2)=[C:6]([CH2:23][CH2:24][CH3:25])[N:5]2[N:26]=[CH:27][N:28]=[C:4]2[N:3]1[CH:29]1[CH2:34][CH2:33][CH:32]([O:35][CH2:36][CH:37]=C)[CH2:31][CH2:30]1.I([O-])(=O)(=O)=[O:40].[Na+].CC(C)=O.C(#N)C. The catalyst is C(OCC)(=O)C.O.[Os]=O. The product is [OH:40][CH2:37][CH2:36][O:35][C@H:32]1[CH2:33][CH2:34][C@H:29]([N:3]2[C:2](=[O:1])[C:7]([CH2:8][C:9]3[CH:14]=[CH:13][C:12]([C:15]4[C:16]([C:21]#[N:22])=[CH:17][CH:18]=[CH:19][CH:20]=4)=[CH:11][CH:10]=3)=[C:6]([CH2:23][CH2:24][CH3:25])[N:5]3[N:26]=[CH:27][N:28]=[C:4]23)[CH2:30][CH2:31]1. The yield is 0.200. (4) The reactants are [C:1]([NH:20][C:21]([NH2:23])=[S:22])([C:14]1[CH:19]=[CH:18][CH:17]=[CH:16][CH:15]=1)([C:8]1[CH:13]=[CH:12][CH:11]=[CH:10][CH:9]=1)[C:2]1[CH:7]=[CH:6][CH:5]=[CH:4][CH:3]=1.CO[CH:26](OC)[N:27]([CH3:29])[CH3:28]. The catalyst is CO. The product is [CH3:26][N:27]([CH3:29])[CH:28]=[N:23][C:21](=[S:22])[NH:20][C:1]([C:8]1[CH:13]=[CH:12][CH:11]=[CH:10][CH:9]=1)([C:14]1[CH:15]=[CH:16][CH:17]=[CH:18][CH:19]=1)[C:2]1[CH:3]=[CH:4][CH:5]=[CH:6][CH:7]=1. The yield is 0.900. (5) The reactants are C[Si]([N-][Si](C)(C)C)(C)C.[Li+].[CH3:11][C:12]([CH3:17])([CH3:16])[C:13](=[O:15])[CH3:14].[N:18]([CH:21]1[CH:28]2[CH2:29][CH:24]3[CH2:25][CH:26]([CH2:30][CH:22]1[CH2:23]3)[CH2:27]2)=[C:19]=[O:20].Cl.C12CC3CC(CC(C3)C1N)C2.[NH4+].[Cl-]. The catalyst is C1COCC1. The product is [CH:28]12[CH2:29][CH:24]3[CH2:25][CH:26]([CH2:30][CH:22]([CH2:23]3)[CH:21]1[NH:18][C:19](=[O:20])[CH2:14][C:13](=[O:15])[C:12]([CH3:17])([CH3:16])[CH3:11])[CH2:27]2. The yield is 0.810. (6) The yield is 0.770. The reactants are [N:1]1[C:6]2[O:7][CH2:8][CH2:9][O:10][C:5]=2[CH:4]=[C:3]([C:11]#N)[N:2]=1.C(=O)([O-])[O-:14].[Cs+].[Cs+].Cl.[CH2:20]([OH:24])[CH2:21][CH2:22][CH3:23]. No catalyst specified. The product is [N:1]1[C:6]2[O:7][CH2:8][CH2:9][O:10][C:5]=2[CH:4]=[C:3]([C:11]([O:24][CH2:20][CH2:21][CH2:22][CH3:23])=[O:14])[N:2]=1. (7) The reactants are [C:1]1([C:7]2[C:8]3[C:13]([CH:14]=[C:15]4[C:20]=2[CH:19]=[CH:18][CH:17]=[CH:16]4)=[CH:12][CH:11]=[CH:10][CH:9]=3)[CH:6]=[CH:5][CH:4]=[CH:3][CH:2]=1.[Br:21]Br.S([O-])([O-])(=O)=S.[Na+].[Na+]. The catalyst is C(Cl)(Cl)(Cl)Cl. The product is [Br:21][C:14]1[C:15]2[C:20]([C:7]([C:1]3[CH:2]=[CH:3][CH:4]=[CH:5][CH:6]=3)=[C:8]3[C:13]=1[CH:12]=[CH:11][CH:10]=[CH:9]3)=[CH:19][CH:18]=[CH:17][CH:16]=2. The yield is 0.710.